From a dataset of Catalyst prediction with 721,799 reactions and 888 catalyst types from USPTO. Predict which catalyst facilitates the given reaction. Reactant: [Br:1][C:2]1[C:7]([OH:8])=[CH:6][CH:5]=[C:4]([CH3:9])[N:3]=1.[C:10](=O)([O-])[O-].[K+].[K+].IC. Product: [Br:1][C:2]1[C:7]([O:8][CH3:10])=[CH:6][CH:5]=[C:4]([CH3:9])[N:3]=1. The catalyst class is: 21.